From a dataset of Catalyst prediction with 721,799 reactions and 888 catalyst types from USPTO. Predict which catalyst facilitates the given reaction. (1) Reactant: C([O:4][C:5]1[CH:19]=[CH:18][C:8]([CH2:9][O:10][CH2:11][CH2:12][N:13]2[N:17]=[CH:16][CH:15]=[N:14]2)=[CH:7][CH:6]=1)C=C.CN1C(=O)CC(=O)N(C)C1=O. Product: [N:14]1[N:13]([CH2:12][CH2:11][O:10][CH2:9][C:8]2[CH:18]=[CH:19][C:5]([OH:4])=[CH:6][CH:7]=2)[N:17]=[CH:16][CH:15]=1. The catalyst class is: 668. (2) Reactant: [F:1][C:2]1[CH:7]=[CH:6][CH:5]=[C:4]([F:8])[C:3]=1[N:9]1[C:14]2[N:15]=[C:16](S(C)(=O)=O)[N:17]=[C:18]([C:19]3[CH:20]=[C:21]([CH:32]=[CH:33][C:34]=3[CH3:35])[C:22]([NH:24][CH2:25][C:26]3[CH:31]=[CH:30][CH:29]=[CH:28][CH:27]=3)=[O:23])[C:13]=2[CH2:12][NH:11][C:10]1=[O:40].[CH3:41][N:42]([CH3:47])[CH2:43][CH2:44][CH2:45][NH2:46]. Product: [F:1][C:2]1[CH:7]=[CH:6][CH:5]=[C:4]([F:8])[C:3]=1[N:9]1[C:14]2[N:15]=[C:16]([NH:46][CH2:45][CH2:44][CH2:43][N:42]([CH3:47])[CH3:41])[N:17]=[C:18]([C:19]3[CH:20]=[C:21]([CH:32]=[CH:33][C:34]=3[CH3:35])[C:22]([NH:24][CH2:25][C:26]3[CH:31]=[CH:30][CH:29]=[CH:28][CH:27]=3)=[O:23])[C:13]=2[CH2:12][NH:11][C:10]1=[O:40]. The catalyst class is: 1. (3) Reactant: [Br:1][C:2]1[CH:13]=[C:6]2[C:7]([O:9][C:10](=[O:12])[NH:11][C:5]2=[CH:4][C:3]=1[Cl:14])=[O:8].[N+:15]([O-])([O-:17])=[O:16].[K+]. Product: [Br:1][C:2]1[CH:13]=[C:6]2[C:7]([O:9][C:10](=[O:12])[NH:11][C:5]2=[C:4]([N+:15]([O-:17])=[O:16])[C:3]=1[Cl:14])=[O:8]. The catalyst class is: 82. (4) Reactant: [OH:1][C:2]1[C:7]([N+:8]([O-:10])=[O:9])=[CH:6][CH:5]=[CH:4][C:3]=1[C:11](=[O:13])[CH3:12].[F:14][C:15]([F:26])([F:25])[C:16]1[CH:17]=[C:18]([CH:22]=[CH:23][CH:24]=1)[C:19](Cl)=O.C1CCN2C(=NCCC2)CC1. Product: [N+:8]([C:7]1[CH:6]=[CH:5][CH:4]=[C:3]2[C:2]=1[O:1][C:19]([C:18]1[CH:22]=[CH:23][CH:24]=[C:16]([C:15]([F:14])([F:25])[F:26])[CH:17]=1)=[CH:12][C:11]2=[O:13])([O-:10])=[O:9]. The catalyst class is: 17. (5) Reactant: [Cl:1][C:2]1[CH:3]=[C:4]([C:9]2[N:14]=[C:13]([CH2:15][CH:16]3[CH2:18][CH2:17]3)[N:12]=[C:11](O)[C:10]=2[C:20]#[N:21])[CH:5]=[CH:6][C:7]=1[Cl:8].O=P(Cl)(Cl)[Cl:24]. Product: [Cl:1][C:2]1[CH:3]=[C:4]([C:9]2[N:14]=[C:13]([CH2:15][CH:16]3[CH2:18][CH2:17]3)[N:12]=[C:11]([Cl:24])[C:10]=2[C:20]#[N:21])[CH:5]=[CH:6][C:7]=1[Cl:8]. The catalyst class is: 12. (6) Reactant: [Cl:1][C:2]1[CH:19]=[CH:18][C:5]([CH2:6][N:7]2[C:12]([S:13][CH2:14][CH3:15])=[N:11][C:10](=[O:16])[NH:9][C:8]2=[O:17])=[CH:4][CH:3]=1.C(=O)([O-])[O-].[Cs+].[Cs+].[Na].Br[CH2:28][CH2:29][S:30]([OH:33])(=[O:32])=[O:31].Cl. Product: [Cl:1][C:2]1[CH:3]=[CH:4][C:5]([CH2:6][N:7]2[C:12]([S:13][CH2:14][CH3:15])=[N:11][C:10](=[O:16])[N:9]([CH2:28][CH2:29][S:30]([OH:33])(=[O:32])=[O:31])[C:8]2=[O:17])=[CH:18][CH:19]=1. The catalyst class is: 60.